Dataset: Reaction yield outcomes from USPTO patents with 853,638 reactions. Task: Predict the reaction yield, written as a fraction of the theoretical maximum amount of product (1.0 means a 100% yield; for example, 0.34 means a 34% yield). The reactants are [F:1][C:2]1[CH:7]=[C:6]([I:8])[CH:5]=[CH:4][C:3]=1[NH:9][C:10]([NH:12][CH3:13])=[O:11].[C:14]([OH:20])(=O)[CH2:15][C:16]([OH:18])=O.C(OC(=O)C)(=O)C.C(Cl)(=O)C. The catalyst is CCCCCC.O.C1(C)C=CC=CC=1. The product is [F:1][C:2]1[CH:7]=[C:6]([I:8])[CH:5]=[CH:4][C:3]=1[N:9]1[C:14](=[O:20])[CH2:15][C:16](=[O:18])[N:12]([CH3:13])[C:10]1=[O:11]. The yield is 0.695.